This data is from Forward reaction prediction with 1.9M reactions from USPTO patents (1976-2016). The task is: Predict the product of the given reaction. (1) Given the reactants [Cl:1][C:2]1[C:3]([Cl:11])=[N:4][CH:5]=[C:6]([CH:10]=1)[C:7]([OH:9])=O.C(Cl)(=O)C(Cl)=O.[CH3:18][C:19]1[CH:20]=[C:21]([CH:27]=[CH:28][C:29]([O:31][C:32]([CH3:35])([CH3:34])[CH3:33])=[O:30])[CH:22]=[CH:23][C:24]=1[C:25]#[N:26].C([N:38](CC)CC)C, predict the reaction product. The product is: [Cl:1][C:2]1[CH:10]=[C:6]([C:7]2[O:9][N:38]=[C:25]([C:24]3[CH:23]=[CH:22][C:21]([CH2:27][CH2:28][C:29]([O:31][C:32]([CH3:35])([CH3:34])[CH3:33])=[O:30])=[CH:20][C:19]=3[CH3:18])[N:26]=2)[CH:5]=[N:4][C:3]=1[Cl:11]. (2) The product is: [OH:27][C@H:22]([C:13]1[CH:12]=[CH:11][C:10]2[O:9][C:5]3[C:6]([O:8][CH2:33][CH2:32][CH:31]([CH3:35])[CH3:30])=[CH:7][C:2]([CH3:1])=[CH:3][C:4]=3[CH2:19][O:18][C:16](=[O:17])[C:15]=2[C:14]=1[O:20][CH3:21])[CH2:23][CH:24]([CH3:25])[CH3:26]. Given the reactants [CH3:1][C:2]1[CH:7]=[C:6]([OH:8])[C:5]2[O:9][C:10]3[C:15]([C:16]([O:18][CH2:19][C:4]=2[CH:3]=1)=[O:17])=[C:14]([O:20][CH3:21])[C:13]([C@@H:22]([OH:27])[CH2:23][CH:24]([CH3:26])[CH3:25])=[CH:12][CH:11]=3.[H-].[Na+].[CH3:30][CH:31]([CH3:35])[CH2:32][CH2:33]Br.O, predict the reaction product. (3) The product is: [O:18]([C:4]1[CH:3]=[C:2]([S:25][CH2:26][CH2:27][C:28]([O:30][CH3:31])=[O:29])[CH:7]=[N:6][C:5]=1[NH:8][C:9]1[S:10][C:11]2[C:16]([N:17]=1)=[CH:15][CH:14]=[CH:13][N:12]=2)[C:19]1[CH:24]=[CH:23][CH:22]=[CH:21][CH:20]=1. Given the reactants Br[C:2]1[CH:3]=[C:4]([O:18][C:19]2[CH:24]=[CH:23][CH:22]=[CH:21][CH:20]=2)[C:5]([NH:8][C:9]2[S:10][C:11]3[C:16]([N:17]=2)=[CH:15][CH:14]=[CH:13][N:12]=3)=[N:6][CH:7]=1.[SH:25][CH2:26][CH2:27][C:28]([O:30][CH3:31])=[O:29].C(N(C(C)C)C(C)C)C, predict the reaction product. (4) Given the reactants [CH3:1][CH:2]([C:4]1[CH:5]=[C:6]([CH:10]=[C:11]([CH:17]([CH3:19])[CH3:18])[C:12]=1[O:13]C(C)C)C(O)=O)[CH3:3].O(C1C=CC(C(O)=O)=CC=1)C1C=CC(C(O)=O)=CC=1, predict the reaction product. The product is: [CH:17]([C:11]1[CH:10]=[CH:6][CH:5]=[C:4]([CH:2]([CH3:3])[CH3:1])[C:12]=1[OH:13])([CH3:19])[CH3:18]. (5) The product is: [CH3:29][O:30][C:31](=[O:47])[C:32]1[CH:37]=[CH:36][C:35]([NH:38][C@@H:39]2[CH2:44][CH2:43][CH2:42][CH2:41][C@H:40]2[CH3:45])=[C:34]([NH:46][C:7](=[O:9])[CH2:6][C:5]2[S:1][CH:2]=[N:3][CH:4]=2)[CH:33]=1. Given the reactants [S:1]1[C:5]([CH2:6][C:7]([OH:9])=O)=[CH:4][N:3]=[CH:2]1.C1C=NC2N(O)N=NC=2C=1.CCN(C(C)C)C(C)C.[CH3:29][O:30][C:31](=[O:47])[C:32]1[CH:37]=[CH:36][C:35]([NH:38][C@@H:39]2[CH2:44][CH2:43][CH2:42][CH2:41][C@H:40]2[CH3:45])=[C:34]([NH2:46])[CH:33]=1.Cl, predict the reaction product. (6) Given the reactants [CH3:1][N:2]1[C@@H:19]2[CH2:20][C:7]3[CH:8]=[CH:9][C:10]([O:22][CH3:23])=[C:11]4[O:12][C@H:13]5[C:14]([CH2:16][CH2:17][C@:18]2([OH:21])[C@:5]5([C:6]=34)[CH2:4][CH2:3]1)=[O:15].O.[ClH:25], predict the reaction product. The product is: [CH3:1][N:2]1[C@@H:19]2[CH2:20][C:7]3[CH:8]=[CH:9][C:10]([O:22][CH3:23])=[C:11]4[O:12][C@H:13]5[C:14]([CH2:16][CH2:17][C@:18]2([OH:21])[C@:5]5([C:6]=34)[CH2:4][CH2:3]1)=[O:15].[ClH:25]. (7) Given the reactants [Br:1][C:2]1[CH:7]=[CH:6][CH:5]=[CH:4][C:3]=1[F:8].C([N-]C(C)C)(C)C.[Li+].[CH3:17][S:18]SC.S(=O)(=O)(O)O, predict the reaction product. The product is: [Br:1][C:2]1[CH:7]=[CH:6][CH:5]=[C:4]([S:18][CH3:17])[C:3]=1[F:8]. (8) Given the reactants Br[CH2:2][CH2:3][O:4][C:5]1[CH:10]=[CH:9][C:8]([N+:11]([O-:13])=[O:12])=[CH:7][C:6]=1[O:14][CH3:15].[CH2:16]([N:18](CC)[CH2:19][CH3:20])[CH3:17].CN(C=[O:27])C, predict the reaction product. The product is: [CH3:15][O:14][C:6]1[CH:7]=[C:8]([N+:11]([O-:13])=[O:12])[CH:9]=[CH:10][C:5]=1[O:4][CH2:3][CH2:2][N:18]1[CH2:19][CH2:20][CH:17]([OH:27])[CH2:16]1.